From a dataset of Peptide-MHC class I binding affinity with 185,985 pairs from IEDB/IMGT. Regression. Given a peptide amino acid sequence and an MHC pseudo amino acid sequence, predict their binding affinity value. This is MHC class I binding data. (1) The peptide sequence is VTSSGVIYK. The MHC is HLA-A02:01 with pseudo-sequence HLA-A02:01. The binding affinity (normalized) is 0. (2) The peptide sequence is LAYYNSCML. The MHC is HLA-A02:02 with pseudo-sequence HLA-A02:02. The binding affinity (normalized) is 0.126. (3) The peptide sequence is LPDTIETLML. The MHC is HLA-B53:01 with pseudo-sequence HLA-B53:01. The binding affinity (normalized) is 0.474. (4) The peptide sequence is YYNAFHWAI. The MHC is HLA-C04:01 with pseudo-sequence HLA-C04:01. The binding affinity (normalized) is 0.0847. (5) The peptide sequence is SGCVVSWKNK. The binding affinity (normalized) is 0.152. The MHC is HLA-A32:01 with pseudo-sequence HLA-A32:01.